From a dataset of Full USPTO retrosynthesis dataset with 1.9M reactions from patents (1976-2016). Predict the reactants needed to synthesize the given product. Given the product [CH2:32]([N:27]1[CH2:14][CH2:15][N:10]2[C:3]3[CH:4]=[C:5]([O:8][CH3:9])[CH:6]=[CH:7][C:2]=3[NH:1][C:24](=[O:26])[CH2:23][CH:11]2[CH2:12]1)[C:31]1[CH:37]=[CH:36][CH:28]=[CH:29][CH:30]=1, predict the reactants needed to synthesize it. The reactants are: [NH2:1][C:2]1[CH:7]=[CH:6][C:5]([O:8][CH3:9])=[CH:4][C:3]=1[N:10]1[CH2:15][CH2:14]N(CC2C=CC=CC=2)[CH2:12][CH:11]1[CH2:23][C:24]([OH:26])=O.[N:27]1[CH:32]=[CH:31][CH:30]=[CH:29][CH:28]=1.Cl.CN(C)[CH2:36][CH2:37]CN=C=NCC.